Predict which catalyst facilitates the given reaction. From a dataset of Catalyst prediction with 721,799 reactions and 888 catalyst types from USPTO. (1) Reactant: [F:1][C:2]1[C:7]([CH2:8][C:9]#[N:10])=[C:6]([NH:11][C:12]2[CH:17]=[CH:16][CH:15]=[CH:14][CH:13]=2)[C:5]([N+:18]([O-])=O)=[CH:4][CH:3]=1.[Cl-].[NH4+]. Product: [NH2:18][C:5]1[C:6]([NH:11][C:12]2[CH:13]=[CH:14][CH:15]=[CH:16][CH:17]=2)=[C:7]([CH2:8][C:9]#[N:10])[C:2]([F:1])=[CH:3][CH:4]=1. The catalyst class is: 406. (2) Reactant: Cl[C:2]1[N:7]=[C:6]([NH:8][C@H:9]([C:11]2[CH:16]=[CH:15][C:14]([F:17])=[CH:13][CH:12]=2)[CH3:10])[N:5]=[C:4]([NH:18][C:19]2[CH:24]=[N:23][CH:22]=[CH:21][N:20]=2)[CH:3]=1.[NH:25]1[CH2:29][CH2:28][NH:27][C:26]1=[O:30].P([O-])([O-])([O-])=O.[K+].[K+].[K+].O1CCOCC1. Product: [F:17][C:14]1[CH:15]=[CH:16][C:11]([C@@H:9]([NH:8][C:6]2[N:7]=[C:2]([N:25]3[CH2:29][CH2:28][NH:27][C:26]3=[O:30])[CH:3]=[C:4]([NH:18][C:19]3[CH:24]=[N:23][CH:22]=[CH:21][N:20]=3)[N:5]=2)[CH3:10])=[CH:12][CH:13]=1. The catalyst class is: 13. (3) Reactant: [CH2:1]([C:5]1[N:6]=[C:7]([CH3:27])[NH:8][C:9](=[O:26])[C:10]=1[CH2:11][C:12]1[CH:17]=[CH:16][C:15]([C:18]2[C:19]([C:24]#[N:25])=[CH:20][CH:21]=[CH:22][CH:23]=2)=[CH:14][CH:13]=1)[CH2:2][CH2:3][CH3:4].[C:28]([NH:31][C:32]1[CH:33]=[C:34](B(O)O)[CH:35]=[CH:36][CH:37]=1)(=[O:30])[CH3:29].C(N(CC)CC)C.N1C=CC=CC=1. Product: [CH2:1]([C:5]1[N:6]=[C:7]([CH3:27])[N:8]([C:36]2[CH:37]=[C:32]([NH:31][C:28](=[O:30])[CH3:29])[CH:33]=[CH:34][CH:35]=2)[C:9](=[O:26])[C:10]=1[CH2:11][C:12]1[CH:17]=[CH:16][C:15]([C:18]2[CH:23]=[CH:22][CH:21]=[CH:20][C:19]=2[C:24]#[N:25])=[CH:14][CH:13]=1)[CH2:2][CH2:3][CH3:4]. The catalyst class is: 297. (4) Reactant: [C:1]([O:5][C:6]([N:8]1[CH2:16][CH2:15][N:14]([C:17]([O:19][C:20]([CH3:23])([CH3:22])[CH3:21])=[O:18])[CH:13]2[CH:9]1[CH2:10][NH:11][CH2:12]2)=[O:7])([CH3:4])([CH3:3])[CH3:2].C=O.[C:26]([BH3-])#N.[Na+].C(O)(=O)C. Product: [C:20]([O:19][C:17]([N:14]1[CH2:15][CH2:16][N:8]([C:6]([O:5][C:1]([CH3:4])([CH3:3])[CH3:2])=[O:7])[CH:9]2[CH:13]1[CH2:12][N:11]([CH3:26])[CH2:10]2)=[O:18])([CH3:23])([CH3:22])[CH3:21]. The catalyst class is: 10. (5) Reactant: [CH2:1]([SH:5])[CH2:2][CH2:3][CH3:4].Cl[CH2:7][C:8]([C:10]1[CH:21]=[CH:20][C:13]2[N:14]([CH3:19])[C:15](=[O:18])[N:16]([CH3:17])[C:12]=2[CH:11]=1)=[O:9].C(=O)([O-])[O-].[K+].[K+]. Product: [CH2:1]([S:5][CH2:7][C:8]([C:10]1[CH:21]=[CH:20][C:13]2[N:14]([CH3:19])[C:15](=[O:18])[N:16]([CH3:17])[C:12]=2[CH:11]=1)=[O:9])[CH2:2][CH2:3][CH3:4]. The catalyst class is: 1.